From a dataset of Catalyst prediction with 721,799 reactions and 888 catalyst types from USPTO. Predict which catalyst facilitates the given reaction. Reactant: [Cl:1][C:2]1[N:7]=[C:6]([Cl:8])[CH:5]=[C:4]([CH3:9])[N:3]=1.[CH:10]([N-]C(C)C)(C)C.[Li+].CI. Product: [Cl:1][C:2]1[N:7]=[C:6]([Cl:8])[CH:5]=[C:4]([CH2:9][CH3:10])[N:3]=1. The catalyst class is: 1.